This data is from Forward reaction prediction with 1.9M reactions from USPTO patents (1976-2016). The task is: Predict the product of the given reaction. (1) Given the reactants [CH2:1]([O:3][C:4]([N:6]1[CH2:11][CH2:10][N:9]([C:12](=[O:44])[C@@H:13]([NH:23][C:24]([C:26]2[CH:30]=[C:29]([O:31][CH2:32][C:33]([O:35][CH2:36][CH3:37])=[O:34])[N:28]([C:38]3[CH:43]=[CH:42][CH:41]=[CH:40][CH:39]=3)[N:27]=2)=[O:25])[CH2:14][CH2:15][C:16]([O:18]C(C)(C)C)=[O:17])[CH2:8][CH2:7]1)=[O:5])[CH3:2].C1(C)C=CC=CC=1, predict the reaction product. The product is: [CH2:1]([O:3][C:4]([N:6]1[CH2:11][CH2:10][N:9]([C:12](=[O:44])[C@@H:13]([NH:23][C:24]([C:26]2[CH:30]=[C:29]([O:31][CH2:32][C:33]([O:35][CH2:36][CH3:37])=[O:34])[N:28]([C:38]3[CH:43]=[CH:42][CH:41]=[CH:40][CH:39]=3)[N:27]=2)=[O:25])[CH2:14][CH2:15][C:16]([OH:18])=[O:17])[CH2:8][CH2:7]1)=[O:5])[CH3:2]. (2) The product is: [CH2:1]([O:8][C:9]1[C:14]([O:15][CH3:16])=[CH:13][C:12]([CH2:17][CH:18]=[O:19])=[CH:11][C:10]=1[O:20][CH3:21])[C:2]1[CH:3]=[CH:4][CH:5]=[CH:6][CH:7]=1. Given the reactants [CH2:1]([O:8][C:9]1[C:14]([O:15][CH3:16])=[CH:13][C:12]([CH2:17][CH2:18][OH:19])=[CH:11][C:10]=1[O:20][CH3:21])[C:2]1[CH:7]=[CH:6][CH:5]=[CH:4][CH:3]=1.CC(OI1(OC(C)=O)(OC(C)=O)OC(=O)C2C=CC=CC1=2)=O.O, predict the reaction product.